From a dataset of Full USPTO retrosynthesis dataset with 1.9M reactions from patents (1976-2016). Predict the reactants needed to synthesize the given product. Given the product [Br:1][CH2:4][CH2:3][CH2:9][S:6]([O-:5])(=[O:8])=[O:7].[K+:2], predict the reactants needed to synthesize it. The reactants are: [Br-:1].[K+:2].[CH2:3]1[CH2:9][S:6](=[O:8])(=[O:7])[O:5][CH2:4]1.C(O)C.